From a dataset of Full USPTO retrosynthesis dataset with 1.9M reactions from patents (1976-2016). Predict the reactants needed to synthesize the given product. (1) Given the product [CH3:1][N:2]([S:29]([C:32]1[CH:37]=[CH:36][CH:35]=[CH:34][N:33]=1)(=[O:31])=[O:30])[C:3]1[CH:4]=[C:5]([O:24][CH2:25][C:26]([NH2:28])=[O:27])[CH:6]=[C:7]2[C:11]=1[NH:10][C:9]([C:12]1[S:13][CH:14]([CH2:17][N:18]3[CH2:23][CH2:22][S:21](=[O:39])[CH2:20][CH2:19]3)[CH2:15][N:16]=1)=[CH:8]2, predict the reactants needed to synthesize it. The reactants are: [CH3:1][N:2]([S:29]([C:32]1[CH:37]=[CH:36][CH:35]=[CH:34][N:33]=1)(=[O:31])=[O:30])[C:3]1[CH:4]=[C:5]([O:24][CH2:25][C:26]([NH2:28])=[O:27])[CH:6]=[C:7]2[C:11]=1[NH:10][C:9]([C:12]1[S:13][CH:14]([CH2:17][N:18]3[CH2:23][CH2:22][S:21][CH2:20][CH2:19]3)[CH2:15][N:16]=1)=[CH:8]2.O.[OH:39]OS([O-])=O.[K+].S([O-])([O-])(=O)=S.[Na+].[Na+]. (2) Given the product [CH3:19][C:20]1[CH:25]=[CH:24][C:23]([NH:1][C:2]2[CH:3]=[C:4]([CH:14]=[CH:15][C:16]=2[O:17][CH3:18])[C:5]([NH:7][C:8]2[CH:13]=[CH:12][CH:11]=[CH:10][CH:9]=2)=[O:6])=[CH:22][CH:21]=1, predict the reactants needed to synthesize it. The reactants are: [NH2:1][C:2]1[CH:3]=[C:4]([CH:14]=[CH:15][C:16]=1[O:17][CH3:18])[C:5]([NH:7][C:8]1[CH:13]=[CH:12][CH:11]=[CH:10][CH:9]=1)=[O:6].[CH3:19][C:20]1[CH:25]=[CH:24][C:23]([Bi]([C:23]2[CH:24]=[CH:25][C:20]([CH3:19])=[CH:21][CH:22]=2)[C:23]2[CH:24]=[CH:25][C:20]([CH3:19])=[CH:21][CH:22]=2)=[CH:22][CH:21]=1.C(N(CC)CC)C.